Dataset: Forward reaction prediction with 1.9M reactions from USPTO patents (1976-2016). Task: Predict the product of the given reaction. (1) Given the reactants C([O:5][C:6](=[O:40])[CH2:7][CH2:8][C@@H:9]1[C:31](=[O:32])[NH:30][C@@H:22]2[CH2:23][S:24][S:25][CH2:26][CH2:27][CH:28]=[CH:29][C@@H:13]([O:14][C:15](=[O:38])[CH2:16][NH:17][C:18](=[O:37])[C@@H:19]([CH:34]([CH3:36])[CH3:35])[NH:20][C:21]2=[O:33])[CH2:12][C:11](=[O:39])[NH:10]1)(C)(C)C.[SiH](CC)(CC)CC.C(O)(C(F)(F)F)=O.CO, predict the reaction product. The product is: [CH:34]([C@H:19]1[NH:20][C:21](=[O:33])[C@@H:22]2[NH:30][C:31](=[O:32])[C@@H:9]([CH2:8][CH2:7][C:6]([OH:40])=[O:5])[NH:10][C:11](=[O:39])[CH2:12][C@@H:13]([CH:29]=[CH:28][CH2:27][CH2:26][S:25][S:24][CH2:23]2)[O:14][C:15](=[O:38])[CH2:16][NH:17][C:18]1=[O:37])([CH3:36])[CH3:35]. (2) The product is: [O:25]=[C:23]1[CH2:22][CH2:21][C:20](=[O:26])[N:24]1[CH2:2][C:3]1[CH:8]=[CH:7][C:6]([O:9][C:10](=[O:19])[N:11]([CH3:18])[C:12]2[CH:17]=[CH:16][CH:15]=[CH:14][CH:13]=2)=[CH:5][CH:4]=1. Given the reactants O[CH2:2][C:3]1[CH:8]=[CH:7][C:6]([O:9][C:10](=[O:19])[N:11]([CH3:18])[C:12]2[CH:17]=[CH:16][CH:15]=[CH:14][CH:13]=2)=[CH:5][CH:4]=1.[C:20]1(=[O:26])[NH:24][C:23](=[O:25])[CH2:22][CH2:21]1, predict the reaction product. (3) Given the reactants Cl.[CH2:2]([NH:10][C:11](=[O:25])[CH2:12][CH2:13][C@H:14]([OH:24])[C@@H:15]([NH2:23])[CH2:16][C:17]1[CH:22]=[CH:21][CH:20]=[CH:19][CH:18]=1)[CH2:3][C:4]1[CH:9]=[CH:8][CH:7]=[CH:6][CH:5]=1.[C:26]([O:30][C:31]([NH:33][C@@H:34]([CH:38]([CH3:40])[CH3:39])[C:35](O)=[O:36])=[O:32])([CH3:29])([CH3:28])[CH3:27].O.ON1C2C=CC=CC=2N=N1.CN1CCOCC1.Cl.CN(C)CCCN=C=NCC.C(=O)([O-])O.[Na+], predict the reaction product. The product is: [C:26]([O:30][C:31](=[O:32])[NH:33][C@H:34]([C:35](=[O:36])[NH:23][C@@H:15]([CH2:16][C:17]1[CH:18]=[CH:19][CH:20]=[CH:21][CH:22]=1)[C@@H:14]([OH:24])[CH2:13][CH2:12][C:11](=[O:25])[NH:10][CH2:2][CH2:3][C:4]1[CH:5]=[CH:6][CH:7]=[CH:8][CH:9]=1)[CH:38]([CH3:39])[CH3:40])([CH3:27])([CH3:29])[CH3:28]. (4) Given the reactants [CH3:1][C:2]1([C:7]2[S:11][C:10]([CH2:12][N:13]3[N:17]=[C:16]([NH2:18])[CH:15]=[N:14]3)=[CH:9][CH:8]=2)[O:6]CCO1.[Cl:19][C:20]1[CH:21]=[C:22]([C:26]2[O:30][C:29]([CH3:31])=[N:28][C:27]=2[C:32](O)=[O:33])[CH:23]=[CH:24][CH:25]=1, predict the reaction product. The product is: [C:2]([C:7]1[S:11][C:10]([CH2:12][N:13]2[N:17]=[C:16]([NH:18][C:32]([C:27]3[N:28]=[C:29]([CH3:31])[O:30][C:26]=3[C:22]3[CH:23]=[CH:24][CH:25]=[C:20]([Cl:19])[CH:21]=3)=[O:33])[CH:15]=[N:14]2)=[CH:9][CH:8]=1)(=[O:6])[CH3:1]. (5) Given the reactants C([Li])CCC.Br[C:7]1[CH:8]=[CH:9][C:10]([O:13][CH3:14])=[N:11][CH:12]=1.[F:15][C:16]([F:25])([F:24])[CH:17]1[CH2:22][CH2:21][C:20](=[O:23])[CH2:19][CH2:18]1, predict the reaction product. The product is: [CH3:14][O:13][C:10]1[N:11]=[CH:12][C:7]([C:20]2([OH:23])[CH2:19][CH2:18][CH:17]([C:16]([F:24])([F:25])[F:15])[CH2:22][CH2:21]2)=[CH:8][CH:9]=1. (6) Given the reactants C(OC([N:8]1[CH2:13][CH:12]([NH:14][C:15]2[N:20]=[C:19]([C:21]3[C:29]4[C:24](=[CH:25][CH:26]=[CH:27][CH:28]=4)[NH:23][CH:22]=3)[C:18]([Cl:30])=[CH:17][N:16]=2)[CH2:11][CH:10]([C:31]([OH:33])=[O:32])[CH2:9]1)=O)(C)(C)C.Cl.CC(=O)OCC, predict the reaction product. The product is: [Cl:30][C:18]1[C:19]([C:21]2[C:29]3[C:24](=[CH:25][CH:26]=[CH:27][CH:28]=3)[NH:23][CH:22]=2)=[N:20][C:15]([NH:14][CH:12]2[CH2:13][NH:8][CH2:9][CH:10]([C:31]([OH:33])=[O:32])[CH2:11]2)=[N:16][CH:17]=1. (7) The product is: [Cl:48][C:49]1[CH:57]=[CH:56][C:52]([C:53]([N:2]([CH3:1])[CH2:3][CH2:4][CH2:5][CH2:6][CH2:7][CH2:8][CH2:9][CH2:10][CH2:11][N:12]2[CH2:13][CH2:14][CH:15]([O:18][C:19](=[O:33])[NH:20][C:21]3[CH:26]=[CH:25][CH:24]=[CH:23][C:22]=3[C:27]3[CH:28]=[CH:29][CH:30]=[CH:31][CH:32]=3)[CH2:16][CH2:17]2)=[O:55])=[C:51]([OH:58])[CH:50]=1. Given the reactants [CH3:1][NH:2][CH2:3][CH2:4][CH2:5][CH2:6][CH2:7][CH2:8][CH2:9][CH2:10][CH2:11][N:12]1[CH2:17][CH2:16][CH:15]([O:18][C:19](=[O:33])[NH:20][C:21]2[CH:26]=[CH:25][CH:24]=[CH:23][C:22]=2[C:27]2[CH:32]=[CH:31][CH:30]=[CH:29][CH:28]=2)[CH2:14][CH2:13]1.C1(N)C(F)=C(F)C(F)=C(N)C=1F.Cl.Cl.[Cl:48][C:49]1[CH:57]=[CH:56][C:52]([C:53]([OH:55])=O)=[C:51]([OH:58])[CH:50]=1, predict the reaction product. (8) Given the reactants [OH:1][CH2:2][CH2:3][O:4][CH2:5][CH2:6][NH:7][C:8]([C:10]1[CH:11]=[C:12]([CH:16]=[CH:17][CH:18]=1)[C:13]([OH:15])=O)=[O:9].CN(C(ON1N=N[C:29]2[CH:30]=[CH:31][CH:32]=[N:33][C:28]1=2)=[N+](C)C)C.F[P-](F)(F)(F)(F)F.C(N(C(C)C)C(C)C)C.[NH2:52][C:53]1[CH:77]=[CH:76][C:75](N2CCCCC2)=[CH:74][C:54]=1[C:55]([NH:57][C:58]1[CH:63]=[N:62][C:61]([C:64]2[CH:69]=[CH:68][CH:67]=[C:66]([C:70]([F:73])([F:72])[F:71])[CH:65]=2)=[CH:60][N:59]=1)=[O:56], predict the reaction product. The product is: [OH:1][CH2:2][CH2:3][O:4][CH2:5][CH2:6][NH:7][C:8](=[O:9])[C:10]1[CH:18]=[CH:17][CH:16]=[C:12]([C:13]([NH:52][C:53]2([N:33]3[CH2:28][CH2:29][CH2:30][CH2:31][CH2:32]3)[CH:77]=[CH:76][CH:75]=[CH:74][CH:54]2[C:55](=[O:56])[NH:57][C:58]2[CH:63]=[N:62][C:61]([C:64]3[CH:69]=[CH:68][CH:67]=[C:66]([C:70]([F:73])([F:71])[F:72])[CH:65]=3)=[CH:60][N:59]=2)=[O:15])[CH:11]=1. (9) Given the reactants Br[C:2]1[CH:3]=[C:4]2[C:9](=[C:10]([O:12][CH3:13])[CH:11]=1)[O:8][CH:7]([C:14]([F:17])([F:16])[F:15])[C:6]([C:18]([O:20][CH2:21][CH3:22])=[O:19])=[CH:5]2.[CH3:23]B1OB(C)OB(C)O1.C([O-])([O-])=O.[K+].[K+].Cl, predict the reaction product. The product is: [CH3:13][O:12][C:10]1[CH:11]=[C:2]([CH3:23])[CH:3]=[C:4]2[C:9]=1[O:8][CH:7]([C:14]([F:17])([F:16])[F:15])[C:6]([C:18]([O:20][CH2:21][CH3:22])=[O:19])=[CH:5]2.